From a dataset of CYP3A4 inhibition data for predicting drug metabolism from PubChem BioAssay. Regression/Classification. Given a drug SMILES string, predict its absorption, distribution, metabolism, or excretion properties. Task type varies by dataset: regression for continuous measurements (e.g., permeability, clearance, half-life) or binary classification for categorical outcomes (e.g., BBB penetration, CYP inhibition). Dataset: cyp3a4_veith. (1) The result is 0 (non-inhibitor). The molecule is C[C@]1(c2ccccc2)OC(C(=O)O)=CC1=O. (2) The molecule is N#Cc1ccc(CN2CCC3(CC2)CCN(C(=O)c2cc(C(F)(F)F)cc(C(F)(F)F)c2)CC3)cc1. The result is 0 (non-inhibitor).